This data is from Reaction yield outcomes from USPTO patents with 853,638 reactions. The task is: Predict the reaction yield, written as a fraction of the theoretical maximum amount of product (1.0 means a 100% yield; for example, 0.34 means a 34% yield). The reactants are [Cl:1][C:2]1[N:7]=[C:6](Cl)[C:5]([N+:9]([O-:11])=[O:10])=[CH:4][N:3]=1.[NH2:12][C:13]1[CH:28]=[CH:27][C:16]([O:17][CH:18]([CH3:26])[CH2:19][CH2:20][C:21]([O:23][CH2:24][CH3:25])=[O:22])=[CH:15][CH:14]=1. The catalyst is C1COCC1. The product is [Cl:1][C:2]1[N:7]=[C:6]([NH:12][C:13]2[CH:14]=[CH:15][C:16]([O:17][CH:18]([CH3:26])[CH2:19][CH2:20][C:21]([O:23][CH2:24][CH3:25])=[O:22])=[CH:27][CH:28]=2)[C:5]([N+:9]([O-:11])=[O:10])=[CH:4][N:3]=1. The yield is 0.940.